From a dataset of Full USPTO retrosynthesis dataset with 1.9M reactions from patents (1976-2016). Predict the reactants needed to synthesize the given product. (1) Given the product [CH3:20][O:21][CH:42]([O:41][CH3:40])[CH2:38][NH:17][C:13]1[CH:12]=[C:11]2[C:16](=[CH:15][CH:14]=1)[N:8]([CH2:7][CH2:6][N:1]1[CH2:5][CH2:4][CH2:3][CH2:2]1)[N:9]=[CH:10]2, predict the reactants needed to synthesize it. The reactants are: [N:1]1([CH2:6][CH2:7][N:8]2[C:16]3[C:11](=[CH:12][C:13]([NH2:17])=[CH:14][CH:15]=3)[CH:10]=[N:9]2)[CH2:5][CH2:4][CH2:3][CH2:2]1.CC(=O)[C:20](C)=[O:21].[BH-](OC(C)=O)(OC(C)=O)OC(C)=O.[Na+].[CH2:38]1[CH2:42][O:41][CH2:40]C1. (2) Given the product [Cl:1][C:2]1[CH:7]=[CH:6][C:5]([C@H:8]2[N:12]([C:13]3[CH:18]=[CH:17][C:16]([Cl:19])=[CH:15][C:14]=3[Cl:20])[N:11]=[C:10]([C:21]([NH:26][NH2:27])=[O:22])[C@H:9]2[CH3:24])=[CH:4][CH:3]=1, predict the reactants needed to synthesize it. The reactants are: [Cl:1][C:2]1[CH:7]=[CH:6][C:5]([C@H:8]2[N:12]([C:13]3[CH:18]=[CH:17][C:16]([Cl:19])=[CH:15][C:14]=3[Cl:20])[N:11]=[C:10]([C:21](Cl)=[O:22])[C@H:9]2[CH3:24])=[CH:4][CH:3]=1.O.[NH2:26][NH2:27]. (3) Given the product [CH3:18][O:17][C:16]([NH:15][C@@H:12]1[CH:13]2[C:2](=[O:1])[CH2:3][C@H:4]([C:20]3[NH:21][C:22]([C:25]4[CH:26]=[CH:27][C:28]([C:31]5[CH:40]=[N:39][C:38]6[C:33](=[CH:34][CH:35]=[C:36]([C:51]7[N:55]([CH2:56][O:57][CH2:58][CH2:59][Si:60]([CH3:63])([CH3:62])[CH3:61])[C:54]([C@@H:64]8[CH2:68][CH2:67][CH2:66][N:65]8[C:69]([O:71][C:72]([CH3:75])([CH3:74])[CH3:73])=[O:70])=[N:53][CH:52]=7)[CH:37]=6)[N:32]=5)=[CH:29][CH:30]=4)=[CH:23][N:24]=3)[CH2:5][N:6]3[C:14]2=[C:9]([CH:8]=[CH:7]3)[CH2:10][CH2:11]1)=[O:19], predict the reactants needed to synthesize it. The reactants are: [O:1]=[C:2]1[CH:13]2[C:14]3[N:6]([CH:7]=[CH:8][C:9]=3[CH2:10][CH2:11][C@@H:12]2[NH:15][C:16](=[O:19])[O:17][CH3:18])[CH2:5][C@@H:4]([C:20]2[NH:21][C:22]([C:25]3[CH:30]=[CH:29][C:28]([C:31]4[CH:40]=[N:39][C:38]5[C:33](=[CH:34][CH:35]=[C:36](B6OC(C)(C)C(C)(C)O6)[CH:37]=5)[N:32]=4)=[CH:27][CH:26]=3)=[CH:23][N:24]=2)[CH2:3]1.I[C:51]1[N:55]([CH2:56][O:57][CH2:58][CH2:59][Si:60]([CH3:63])([CH3:62])[CH3:61])[C:54]([C@@H:64]2[CH2:68][CH2:67][CH2:66][N:65]2[C:69]([O:71][C:72]([CH3:75])([CH3:74])[CH3:73])=[O:70])=[N:53][CH:52]=1.C(=O)([O-])[O-].[Cs+].[Cs+]. (4) Given the product [C:72]([CH:71]([NH:70][C:16]([C:14]1[N:13]=[N:12][N:11]([CH2:10][CH2:9][CH2:8][NH:7][C:5](=[O:6])[C:4]2[CH:19]=[CH:20][C:21]([C:23]([F:25])([F:26])[F:24])=[CH:22][C:3]=2[O:2][CH3:1])[CH:15]=1)=[O:17])[C:74]1[CH:79]=[CH:78][C:77]([CH2:80][CH3:81])=[CH:76][CH:75]=1)#[N:73], predict the reactants needed to synthesize it. The reactants are: [CH3:1][O:2][C:3]1[CH:22]=[C:21]([C:23]([F:26])([F:25])[F:24])[CH:20]=[CH:19][C:4]=1[C:5]([NH:7][CH2:8][CH2:9][CH2:10][N:11]1[CH:15]=[C:14]([C:16](O)=[O:17])[N:13]=[N:12]1)=[O:6].C[NH3+].F[P-](F)(F)(F)(F)F.N1(OC(N(C)C)=[N+](C)C)C2N=CC=CC=2N=N1.F[P-](F)(F)(F)(F)F.C(N(C(C)C)CC)(C)C.Cl.[NH2:70][CH:71]([C:74]1[CH:79]=[CH:78][C:77]([CH2:80][CH3:81])=[CH:76][CH:75]=1)[C:72]#[N:73].COC(C1N=NN(CCN2CC3C(=CC=C(OC)C=3)C2=O)C=1)=O. (5) Given the product [Br:1][C:2]1[CH:3]=[C:4]([CH:7]=[CH:8][C:9]=1[O:10][CH:11]([CH3:13])[CH3:12])/[C:5](=[N:14]/[OH:15])/[NH2:6], predict the reactants needed to synthesize it. The reactants are: [Br:1][C:2]1[CH:3]=[C:4]([CH:7]=[CH:8][C:9]=1[O:10][CH:11]([CH3:13])[CH3:12])[C:5]#[N:6].[NH2:14][OH:15]. (6) The reactants are: [NH:1]1[CH2:5][CH2:4][CH2:3][CH2:2]1.C(O)(=O)C.[CH:10]([C:12]1[CH:13]=[CH:14][C:15]([O:27][CH2:28][C:29]2[CH:34]=[CH:33][CH:32]=[CH:31][CH:30]=2)=[C:16]([CH:26]=1)[C:17]([NH:19][C:20]1[CH:21]=[N:22][CH:23]=[CH:24][CH:25]=1)=[O:18])=O.C(O[BH-](OC(=O)C)OC(=O)C)(=O)C.[Na+]. Given the product [C:29]1([CH2:28][O:27][C:15]2[CH:14]=[CH:13][C:12]([CH2:10][N:1]3[CH2:5][CH2:4][CH2:3][CH2:2]3)=[CH:26][C:16]=2[C:17]([NH:19][C:20]2[CH:21]=[N:22][CH:23]=[CH:24][CH:25]=2)=[O:18])[CH:34]=[CH:33][CH:32]=[CH:31][CH:30]=1, predict the reactants needed to synthesize it. (7) Given the product [Cl:20][C:13]1[CH:14]=[C:15]([Cl:19])[CH:16]=[C:17]([CH3:18])[C:12]=1[O:11][C:8]1[N:7]([CH3:21])[C:6]2[C:5]([CH:22]([CH2:25][CH3:26])[CH2:23][CH3:24])=[CH:4][CH:3]=[C:2]([CH2:27][CH3:28])[C:10]=2[N:9]=1, predict the reactants needed to synthesize it. The reactants are: Br[C:2]1[C:10]2[N:9]=[C:8]([O:11][C:12]3[C:17]([CH3:18])=[CH:16][C:15]([Cl:19])=[CH:14][C:13]=3[Cl:20])[N:7]([CH3:21])[C:6]=2[C:5]([CH:22]([CH2:25][CH3:26])[CH2:23][CH3:24])=[CH:4][CH:3]=1.[CH2:27]([Sn](CC)(CC)CC)[CH3:28]. (8) Given the product [N:61]([CH2:2][C:3]1[CH:8]=[CH:7][C:6]([CH2:9][CH:10]([NH:12][C:13]2[N:18]=[C:17]([N:19]3[CH2:24][CH2:23][C:22](=[O:25])[N:21]4[CH2:26][CH:27]=[C:28]([C:30]5[CH:35]=[CH:34][CH:33]=[CH:32][CH:31]=5)[N:29]=[C:20]34)[CH:16]=[CH:15][N:14]=2)[CH3:11])=[CH:5][CH:4]=1)=[N+:62]=[N-:63], predict the reactants needed to synthesize it. The reactants are: O[CH2:2][C:3]1[CH:8]=[CH:7][C:6]([CH2:9][CH:10]([NH:12][C:13]2[N:18]=[C:17]([N:19]3[CH2:24][CH2:23][C:22](=[O:25])[N:21]4[CH2:26][CH:27]=[C:28]([C:30]5[CH:35]=[CH:34][CH:33]=[CH:32][CH:31]=5)[N:29]=[C:20]34)[CH:16]=[CH:15][N:14]=2)[CH3:11])=[CH:5][CH:4]=1.N12CCCN=C1CCCCC2.C1(P([N:61]=[N+:62]=[N-:63])(C2C=CC=CC=2)=O)C=CC=CC=1. (9) Given the product [C:18]([C:20]1[CH:29]=[CH:28][C:23]([C:24](=[O:27])[CH2:25][S:11][C:8]2[NH:7][C:6]([C:4]([O:3][CH2:1][CH3:2])=[O:5])=[CH:10][N:9]=2)=[CH:22][CH:21]=1)#[N:19], predict the reactants needed to synthesize it. The reactants are: [CH2:1]([O:3][C:4]([C:6]1[N:7]=[C:8]([SH:11])[NH:9][CH:10]=1)=[O:5])[CH3:2].C(=O)([O-])[O-].[K+].[K+].[C:18]([C:20]1[CH:29]=[CH:28][C:23]([C:24](=[O:27])[CH2:25]Br)=[CH:22][CH:21]=1)#[N:19].